This data is from Catalyst prediction with 721,799 reactions and 888 catalyst types from USPTO. The task is: Predict which catalyst facilitates the given reaction. (1) Reactant: F[C:2]1[CH:9]=[CH:8][C:5]([C:6]#[N:7])=[C:4]([CH3:10])[N:3]=1.Cl.[NH2:12][CH:13]([C:15]1[C:16](=[O:34])[NH:17][C:18]2[C:23]([CH:24]=1)=[CH:22][C:21]([Cl:25])=[C:20]([O:26][CH2:27][CH:28]1[CH2:31][C:30]([F:33])([F:32])[CH2:29]1)[CH:19]=2)[CH3:14].CS(C)=O.CCN(C(C)C)C(C)C. Product: [Cl:25][C:21]1[CH:22]=[C:23]2[C:18](=[CH:19][C:20]=1[O:26][CH2:27][CH:28]1[CH2:29][C:30]([F:32])([F:33])[CH2:31]1)[NH:17][C:16](=[O:34])[C:15]([CH:13]([NH:12][C:2]1[CH:9]=[CH:8][C:5]([C:6]#[N:7])=[C:4]([CH3:10])[N:3]=1)[CH3:14])=[CH:24]2. The catalyst class is: 6. (2) Reactant: CC1(C)O[C:6](=[O:8])[C:5](=[CH:9][NH:10][C:11]2[CH:19]=[CH:18][C:14]([C:15]([OH:17])=[O:16])=[CH:13][C:12]=2[CH3:20])C(=O)O1. Product: [OH:8][C:6]1[C:19]2[C:11](=[C:12]([CH3:20])[CH:13]=[C:14]([C:15]([OH:17])=[O:16])[CH:18]=2)[N:10]=[CH:9][CH:5]=1. The catalyst class is: 400. (3) Reactant: C[O:2][C:3](=O)[CH2:4][CH2:5][CH2:6][CH:7]1[CH2:11][CH2:10][CH:9]([C:12]2[CH:17]=[CH:16][C:15]([F:18])=[CH:14][CH:13]=2)[N:8]1[S:19]([C:22]1[CH:27]=[CH:26][C:25]([CH3:28])=[CH:24][CH:23]=1)(=[O:21])=[O:20].[H-].[Al+3].[Li+].[H-].[H-].[H-]. Product: [F:18][C:15]1[CH:14]=[CH:13][C:12]([CH:9]2[N:8]([S:19]([C:22]3[CH:23]=[CH:24][C:25]([CH3:28])=[CH:26][CH:27]=3)(=[O:21])=[O:20])[CH:7]([CH2:6][CH2:5][CH2:4][CH2:3][OH:2])[CH2:11][CH2:10]2)=[CH:17][CH:16]=1. The catalyst class is: 1.